The task is: Binary Classification. Given a T-cell receptor sequence (or CDR3 region) and an epitope sequence, predict whether binding occurs between them.. This data is from TCR-epitope binding with 47,182 pairs between 192 epitopes and 23,139 TCRs. (1) The epitope is HSKKKCDEL. The TCR CDR3 sequence is CASSLRTTGAEAFF. Result: 0 (the TCR does not bind to the epitope). (2) The epitope is RAKFKQLL. The TCR CDR3 sequence is CASSPRGEYTGELFF. Result: 1 (the TCR binds to the epitope). (3) The epitope is EILDITPCSF. The TCR CDR3 sequence is CASSLLRGGTDTQYF. Result: 1 (the TCR binds to the epitope). (4) The epitope is LLWNGPMAV. The TCR CDR3 sequence is CASSAGQGYEQYF. Result: 1 (the TCR binds to the epitope). (5) Result: 1 (the TCR binds to the epitope). The TCR CDR3 sequence is CASSGREGLYEQYF. The epitope is YEGNSPFHPL. (6) The epitope is NEGVKAAW. The TCR CDR3 sequence is CASSTPSNNEQFF. Result: 0 (the TCR does not bind to the epitope).